This data is from Experimentally validated miRNA-target interactions with 360,000+ pairs, plus equal number of negative samples. The task is: Binary Classification. Given a miRNA mature sequence and a target amino acid sequence, predict their likelihood of interaction. (1) The miRNA is hsa-miR-518e-5p with sequence CUCUAGAGGGAAGCGCUUUCUG. The protein sequence of the target gene is MLSRVVLSAAATAAPSLKNAAFLGPGVLQATRTFHTGQPHLVPVPPLPEYGGKVRYGLIPEEFFQFLYPKTGVTGPYVLGTGLILYALSKEIYVISAETFTALSVLGVMVYGIKKYGPFVADFADKLNEQKLAQLEEAKQASIQHIQNAIDTEKSQQALVQKRHYLFDVQRNNIAMALEVTYRERLYRVYKEVKNRLDYHISVQNMMRRKEQEHMINWVEKHVVQSISTQQEKETIAKCIADLKLLAKKAQAQPVM. Result: 1 (interaction). (2) The miRNA is hsa-miR-216a-3p with sequence UCACAGUGGUCUCUGGGAUUAU. The protein sequence of the target gene is MRGSGPRGAGHRRTQGRGGGDDTPRVPASLAGCYSAPLKGPLWTCLLLCAALRTLLASPSNEVNLLDSRTVMGDLGWIAFPKNGWEEIGEVDENYAPIHTYQVCKVMEQNQNNWLLTSWISNEGASRIFIELKFTLRDCNSLPGGLGTCKETFNMYYFESDDENGRSIKENQYIKIDTIAADESFTELDLGDRVMKLNTEVRDVGPLSKKGFYLAFQDVGACIALVSVRVYYKKCPSVVRHLAIFPDTITGADSSQLLEVSGSCVNHSVTDDPPKMHCSAEGEWLVPIGKCMCKAGYEEK.... Result: 0 (no interaction). (3) The miRNA is hsa-miR-7155-5p with sequence UCUGGGGUCUUGGGCCAUC. The protein sequence of the target gene is MTNQYGILFKQEQAHDDAIWSVAWGTNKKENSETVVTGSLDDLVKVWKWRDERLDLQWSLEGHQLGVVSVDISHTLPIAASSSLDAHIRLWDLENGKQIKSIDAGPVDAWTLAFSPDSQYLATGTHVGKVNIFGVESGKKEYSLDTRGKFILSIAYSPDGKYLASGAIDGIINIFDIATGKLLHTLEGHAMPIRSLTFSPDSQLLVTASDDGYIKIYDVQHANLAGTLSGHASWVLNVAFCPDDTHFVSSSSDKSVKVWDVGTRTCVHTFFDHQDQVWGVKYNGNGSKIVSVGDDQEIHI.... Result: 0 (no interaction). (4) The protein sequence of the target gene is MAVPVPLGRFGSFCLRLLRLLALLELLVHPVLGRVHHLALKDDVRHKVHLNTFGFFKDGYMVVNVSSLSVNEPEGATDKDAEIGFSLDRTKNDGFSSYLDEDVNYCILKKKSMSSVTLVILDISGSIVKVRSPPEAGKQLPEIVFSKDEKILSQSQEPAVSSNPKDSEARRTLDGFKAGRSTVDSKAITERSFSIHKNDGVVSFQFFFNISTDDQEGLYSLYFHKCSGNNVKPGEQASFSLNIAITEKNPNSYLSAGEIPLPKLYVSMALFFFLSGTIWIHILRKRRNDVFKIHWLMAAL.... Result: 0 (no interaction). The miRNA is hsa-miR-623 with sequence AUCCCUUGCAGGGGCUGUUGGGU. (5) The miRNA is hsa-miR-548au-5p with sequence AAAAGUAAUUGCGGUUUUUGC. The protein sequence of the target gene is MEWWASSPLRLWLLLFLLPSAQGRQKESGSKWKVFIDQINRSLENYEPCSSQNCSCYHGVIEEDLTPFRGGISRKMMAEVVRRKLGTHYQITKNRLYRENDCMFPSRCSGVEHFILEVIGRLPDMEMVINVRDYPQVPKWMEPAIPVFSFSKTSEYHDIMYPAWTFWEGGPAVWPIYPTGLGRWDLFREDLVRSAAQWPWKKKNSTAYFRGSRTSPERDPLILLSRKNPKLVDAEYTKNQAWKSMKDTLGKPAAKDVHLVDHCKYKYLFNFRGVAASFRFKHLFLCGSLVFHVGDEWLEF.... Result: 0 (no interaction). (6) The miRNA is hsa-miR-576-3p with sequence AAGAUGUGGAAAAAUUGGAAUC. The protein sequence of the target gene is MAKSGSLSIRVVEGRALPAKDVSGSSDPYCLVKVDDQVVARTATIWRSLSPFWGEEYTVHLPLDFHHLAFYVLDEDTVGHDDIIGKISLSKEAITADPRGIDSWINLSRVDPDAEVQGEVCLDVKLLEDARGRCLRCHVRQARDLAPRDISGTSDPFARVFWGNHSLETSTIKKTRFPHWDEVLELREAPGTTSPLRVELWDWDMVGKNDFLGMVEFTPQTLQQKPPNGWFRLLPFPRAEDSGGSLGALRLKVRLTEDRVLPSQYYQPLMELLLESVQGPAEEDTTSPLALLEELASGDC.... Result: 0 (no interaction).